This data is from Full USPTO retrosynthesis dataset with 1.9M reactions from patents (1976-2016). The task is: Predict the reactants needed to synthesize the given product. Given the product [Br:17][C:18]1[CH:19]=[C:20]([O:27][CH3:28])[CH:21]=[C:22]2[C:26]=1[N:25]([C:2]1[C:3](=[O:15])[N:4]([C@H:9]([CH:12]3[CH2:14][CH2:13]3)[CH2:10][CH3:11])[CH:5]=[C:6]([Cl:8])[N:7]=1)[CH2:24][CH2:23]2, predict the reactants needed to synthesize it. The reactants are: Cl[C:2]1[C:3](=[O:15])[N:4]([C@H:9]([CH:12]2[CH2:14][CH2:13]2)[CH2:10][CH3:11])[CH:5]=[C:6]([Cl:8])[N:7]=1.Cl.[Br:17][C:18]1[CH:19]=[C:20]([O:27][CH3:28])[CH:21]=[C:22]2[C:26]=1[NH:25][CH2:24][CH2:23]2.